From a dataset of Catalyst prediction with 721,799 reactions and 888 catalyst types from USPTO. Predict which catalyst facilitates the given reaction. Reactant: [C:1]([O:5][C:6]([N:8]1[CH2:12][CH:11]([O:13][C:14]2[CH:19]=[CH:18][C:17]([F:20])=[C:16]([F:21])[CH:15]=2)[CH:10]2[N:22]([C:25](=[O:42])[CH:26]([NH:31]C(OCC3C=CC=CC=3)=O)[C:27]([CH3:30])([CH3:29])[CH3:28])[CH2:23][CH2:24][CH:9]12)=[O:7])([CH3:4])([CH3:3])[CH3:2]. Product: [C:1]([O:5][C:6]([N:8]1[CH2:12][CH:11]([O:13][C:14]2[CH:19]=[CH:18][C:17]([F:20])=[C:16]([F:21])[CH:15]=2)[CH:10]2[N:22]([C:25](=[O:42])[CH:26]([NH2:31])[C:27]([CH3:30])([CH3:29])[CH3:28])[CH2:23][CH2:24][CH:9]12)=[O:7])([CH3:4])([CH3:2])[CH3:3]. The catalyst class is: 191.